This data is from Forward reaction prediction with 1.9M reactions from USPTO patents (1976-2016). The task is: Predict the product of the given reaction. Given the reactants [CH3:1][CH2:2][N:3]([CH2:6][C:7]([NH:9][C:10]1[C:11]([CH3:17])=[CH:12][CH:13]=[CH:14][C:15]=1[CH3:16])=[O:8])[CH2:4][CH3:5].O.Cl, predict the reaction product. The product is: [CH3:5][CH2:4][N:3]([CH2:6][C:7]([NH:9][C:10]1[C:15]([CH3:16])=[CH:14][CH:13]=[CH:12][C:11]=1[CH3:17])=[O:8])[CH2:2][CH3:1].